Dataset: Catalyst prediction with 721,799 reactions and 888 catalyst types from USPTO. Task: Predict which catalyst facilitates the given reaction. (1) Reactant: [F:1][C:2]1[CH:9]=[CH:8][CH:7]=[CH:6][C:3]=1[CH:4]=O.[C:10]([O:16][CH2:17][CH2:18][O:19][CH3:20])(=[O:15])[CH2:11][C:12]([CH3:14])=[O:13].N1CCCCC1.C(O)(=O)C. Product: [C:12]([C:11](=[CH:4][C:3]1[CH:6]=[CH:7][CH:8]=[CH:9][C:2]=1[F:1])[C:10]([O:16][CH2:17][CH2:18][O:19][CH3:20])=[O:15])(=[O:13])[CH3:14]. The catalyst class is: 32. (2) Reactant: [CH2:1]([N:8]1[CH2:13][CH2:12][N:11]([C:14]2[CH:15]=[CH:16][C:17]([OH:22])=[C:18]([CH:21]=2)[CH:19]=[O:20])[CH2:10][CH2:9]1)[C:2]1[CH:7]=[CH:6][CH:5]=[CH:4][CH:3]=1.C(=O)([O-])[O-].[K+].[K+].Br[CH2:30][C:31]([O:33][CH2:34][CH3:35])=[O:32].O. Product: [CH2:1]([N:8]1[CH2:9][CH2:10][N:11]([C:14]2[CH:15]=[CH:16][C:17]([O:22][CH2:30][C:31]([O:33][CH2:34][CH3:35])=[O:32])=[C:18]([CH:19]=[O:20])[CH:21]=2)[CH2:12][CH2:13]1)[C:2]1[CH:3]=[CH:4][CH:5]=[CH:6][CH:7]=1. The catalyst class is: 514. (3) Product: [CH3:1][C:2]1[C:8](=[O:9])[NH:7][C:5](=[O:6])[N:4]([C@@H:10]2[O:14][C@H:13]([CH2:15][OH:16])[C@@H:12]([N:17]=[N+:18]=[N-:19])[CH2:11]2)[CH:3]=1.[C:20]([OH:25])(=[O:26])[CH2:21][CH2:22][C:23]([OH:6])=[O:24]. The catalyst class is: 241. Reactant: [CH3:1][C:2]1[C:8](=[O:9])[NH:7][C:5](=[O:6])[N:4]([C@@H:10]2[O:14][C@H:13]([CH2:15][OH:16])[C@@H:12]([N:17]=[N+:18]=[N-:19])[CH2:11]2)[CH:3]=1.[C:20]1(=[O:26])[O:25][C:23](=[O:24])[CH2:22][CH2:21]1.